From a dataset of Catalyst prediction with 721,799 reactions and 888 catalyst types from USPTO. Predict which catalyst facilitates the given reaction. (1) Reactant: [NH2:1][CH2:2][CH:3]1[CH2:8][CH2:7][C:6]([N:15]([CH3:17])[CH3:16])([C:9]2[CH:14]=[CH:13][CH:12]=[CH:11][CH:10]=2)[CH2:5][CH2:4]1.[Cl-].COC1N=C(OC)N=C([N+]2(C)CCOCC2)N=1.[F:36][C:37]1[CH:38]=[C:39]2[C:43](=[CH:44][CH:45]=1)[NH:42][CH:41]=[C:40]2[CH2:46][CH2:47][CH2:48][C:49](O)=[O:50]. Product: [CH3:16][N:15]([CH3:17])[C:6]1([C:9]2[CH:10]=[CH:11][CH:12]=[CH:13][CH:14]=2)[CH2:5][CH2:4][CH:3]([CH2:2][NH:1][C:49](=[O:50])[CH2:48][CH2:47][CH2:46][C:40]2[C:39]3[C:43](=[CH:44][CH:45]=[C:37]([F:36])[CH:38]=3)[NH:42][CH:41]=2)[CH2:8][CH2:7]1. The catalyst class is: 5. (2) Reactant: [C:1]1([S:7]([N:10]2[C:14]3[N:15]=[CH:16][N:17]=[C:18]([Cl:19])[C:13]=3[CH:12]=[C:11]2I)(=[O:9])=[O:8])[CH:6]=[CH:5][CH:4]=[CH:3][CH:2]=1.[C:21]([O:25][C:26]([N:28]1[CH2:33][CH:32]=[C:31](B2OC(C)(C)C(C)(C)O2)[CH2:30][CH2:29]1)=[O:27])([CH3:24])([CH3:23])[CH3:22].C(=O)([O-])[O-].[K+].[K+]. Product: [C:21]([O:25][C:26]([N:28]1[CH2:29][CH:30]=[C:31]([C:11]2[N:10]([S:7]([C:1]3[CH:6]=[CH:5][CH:4]=[CH:3][CH:2]=3)(=[O:9])=[O:8])[C:14]3[N:15]=[CH:16][N:17]=[C:18]([Cl:19])[C:13]=3[CH:12]=2)[CH2:32][CH2:33]1)=[O:27])([CH3:24])([CH3:22])[CH3:23]. The catalyst class is: 551. (3) Reactant: Cl.Cl.[NH:3]1[C:11]2[C:6](=[CH:7][C:8]([C:12]3[C:20]4[C:19]([NH2:21])=[N:18][CH:17]=[N:16][C:15]=4[N:14]([CH3:22])[CH:13]=3)=[CH:9][CH:10]=2)[CH2:5][CH2:4]1.[F:23][C:24]1[CH:29]=[CH:28][CH:27]=[CH:26][C:25]=1[CH2:30][C:31](O)=[O:32].CN(C(ON1N=NC2C=CC=NC1=2)=[N+](C)C)C.F[P-](F)(F)(F)(F)F.CCN(C(C)C)C(C)C. Product: [F:23][C:24]1[CH:29]=[CH:28][CH:27]=[CH:26][C:25]=1[CH2:30][C:31]([N:3]1[C:11]2[C:6](=[CH:7][C:8]([C:12]3[C:20]4[C:19]([NH2:21])=[N:18][CH:17]=[N:16][C:15]=4[N:14]([CH3:22])[CH:13]=3)=[CH:9][CH:10]=2)[CH2:5][CH2:4]1)=[O:32]. The catalyst class is: 18. (4) Reactant: [CH3:1][O:2][C:3](=[O:15])[CH:4]([NH2:14])[CH2:5][C:6]1[CH:7]=[N:8][C:9]([O:12][CH3:13])=[N:10][CH:11]=1.C(N(C(C)C)CC)(C)C.C1C(=O)N(OC(ON2C(=O)CCC2=O)=O)[C:27](=[O:28])C1.[NH:43]1[CH2:48][CH2:47][CH:46]([N:49]2[CH2:58][C:57]3[C:52](=[CH:53][CH:54]=[CH:55][CH:56]=3)[NH:51][C:50]2=[O:59])[CH2:45][CH2:44]1. Product: [CH3:1][O:2][C:3](=[O:15])[CH:4]([NH:14][C:27]([N:43]1[CH2:44][CH2:45][CH:46]([N:49]2[CH2:58][C:57]3[C:52](=[CH:53][CH:54]=[CH:55][CH:56]=3)[NH:51][C:50]2=[O:59])[CH2:47][CH2:48]1)=[O:28])[CH2:5][C:6]1[CH:7]=[N:8][C:9]([O:12][CH3:13])=[N:10][CH:11]=1. The catalyst class is: 2. (5) Reactant: C(OC(=O)[NH:7][CH2:8][CH2:9][CH2:10][N:11]1[CH2:18][CH:17]2[O:19][CH:13]([CH2:14][N:15]([CH2:20][CH2:21][O:22][C:23]3[CH:28]=[CH:27][C:26]([C:29]#[N:30])=[CH:25][C:24]=3[F:31])[CH2:16]2)[CH2:12]1)(C)(C)C.[F:33][C:34]([F:39])([F:38])[C:35]([OH:37])=[O:36]. Product: [OH:37][C:35]([C:34]([F:39])([F:38])[F:33])=[O:36].[NH2:7][CH2:8][CH2:9][CH2:10][N:11]1[CH2:18][CH:17]2[O:19][CH:13]([CH2:14][N:15]([CH2:20][CH2:21][O:22][C:23]3[CH:28]=[CH:27][C:26]([C:29]#[N:30])=[CH:25][C:24]=3[F:31])[CH2:16]2)[CH2:12]1. The catalyst class is: 4. (6) Reactant: Cl[C:2]1[N:7]=[CH:6][C:5]([C:8](=[O:32])[CH2:9][N:10]2[C:15]3=[N:16][C:17]([N:21]4[CH2:26][C@@H:25]5[CH2:27][C@H:22]4[CH2:23][O:24]5)=[CH:18][C:19](=[O:20])[N:14]3[CH2:13][CH2:12][C@H:11]2[C:28]([F:31])([F:30])[F:29])=[CH:4][CH:3]=1.[CH2:33]([CH2:35][NH2:36])[OH:34]. Product: [OH:34][CH2:33][CH2:35][NH:36][C:2]1[N:7]=[CH:6][C:5]([C:8](=[O:32])[CH2:9][N:10]2[C:15]3=[N:16][C:17]([N:21]4[CH2:26][C@@H:25]5[CH2:27][C@H:22]4[CH2:23][O:24]5)=[CH:18][C:19](=[O:20])[N:14]3[CH2:13][CH2:12][C@H:11]2[C:28]([F:31])([F:30])[F:29])=[CH:4][CH:3]=1. The catalyst class is: 8.